Predict the reactants needed to synthesize the given product. From a dataset of Full USPTO retrosynthesis dataset with 1.9M reactions from patents (1976-2016). Given the product [CH3:59][O:60][C:61]1[CH:69]=[C:68]([O:70][CH3:71])[CH:67]=[CH:66][C:62]=1[C:63]([NH:34][C:35]1[CH:36]=[CH:37][C:38]([C:41]2[CH:49]=[C:48]3[C:44]([CH2:45][N:46]([C@@H:51]([CH:56]([CH3:58])[CH3:57])[C:52]([O:54][CH3:55])=[O:53])[C:47]3=[O:50])=[CH:43][CH:42]=2)=[CH:39][CH:40]=1)=[O:64], predict the reactants needed to synthesize it. The reactants are: C(NC1C=CC(C2C=C3C(CN([C@@H](C(C)C)C(OC)=O)C3=O)=CC=2)=CC=1)(=O)C1C=CC=CC=1.[NH2:34][C:35]1[CH:40]=[CH:39][C:38]([C:41]2[CH:49]=[C:48]3[C:44]([CH2:45][N:46]([C@@H:51]([CH:56]([CH3:58])[CH3:57])[C:52]([O:54][CH3:55])=[O:53])[C:47]3=[O:50])=[CH:43][CH:42]=2)=[CH:37][CH:36]=1.[CH3:59][O:60][C:61]1[CH:69]=[C:68]([O:70][CH3:71])[CH:67]=[CH:66][C:62]=1[C:63](Cl)=[O:64].